Dataset: Reaction yield outcomes from USPTO patents with 853,638 reactions. Task: Predict the reaction yield, written as a fraction of the theoretical maximum amount of product (1.0 means a 100% yield; for example, 0.34 means a 34% yield). (1) The reactants are [Cl:1][C:2]1[CH:3]=[C:4]2[C:8](=[CH:9][CH:10]=1)[NH:7][C:6]([C:11]([NH:13][C@@H:14]1[CH2:22][C:21]3[C:16](=[CH:17][CH:18]=[CH:19][CH:20]=3)[C@H:15]1[N:23]([C:33](=[O:38])[C@@H:34]([OH:37])[CH2:35][CH3:36])[CH2:24][CH2:25][O:26]C1CCCCO1)=[O:12])=[CH:5]2. The catalyst is C(O)(=O)C.O. The product is [Cl:1][C:2]1[CH:3]=[C:4]2[C:8](=[CH:9][CH:10]=1)[NH:7][C:6]([C:11]([NH:13][C@@H:14]1[CH2:22][C:21]3[C:16](=[CH:17][CH:18]=[CH:19][CH:20]=3)[C@H:15]1[N:23]([C:33](=[O:38])[C@@H:34]([OH:37])[CH2:35][CH3:36])[CH2:24][CH2:25][OH:26])=[O:12])=[CH:5]2. The yield is 0.370. (2) The reactants are C(OC(C)C)(=O)C.[F:8][C:9]1[CH:10]=[C:11]2[C:19](=[CH:20][CH:21]=1)[NH:18][C:17]1[CH2:16][CH2:15][CH:14]([C:22]([OH:24])=O)[CH2:13][C:12]2=1.[OH-].[NH4+:26].C(Cl)(=O)C(Cl)=O. The catalyst is O.CN(C=O)C. The product is [F:8][C:9]1[CH:10]=[C:11]2[C:19](=[CH:20][CH:21]=1)[NH:18][C:17]1[CH2:16][CH2:15][CH:14]([C:22]([NH2:26])=[O:24])[CH2:13][C:12]2=1. The yield is 0.940. (3) The catalyst is C1COCC1. The reactants are [F:1][C:2]1[CH:7]=[C:6]([I:8])[CH:5]=[CH:4][C:3]=1[NH:9][C:10]1[N:15]([CH3:16])[C:14](=[O:17])[C:13]2[CH2:18][CH2:19][CH2:20][C:12]=2[C:11]=1[C:21](OCC)=[O:22].[Si:26]([O:33][C@@H:34]([CH3:38])[CH2:35][O:36][NH2:37])([C:29]([CH3:32])([CH3:31])[CH3:30])([CH3:28])[CH3:27].[Li+].C[Si]([N-][Si](C)(C)C)(C)C. The product is [Si:26]([O:33][C@@H:34]([CH3:38])[CH2:35][O:36][NH:37][C:21]([C:11]1[C:12]2[CH2:20][CH2:19][CH2:18][C:13]=2[C:14](=[O:17])[N:15]([CH3:16])[C:10]=1[NH:9][C:3]1[CH:4]=[CH:5][C:6]([I:8])=[CH:7][C:2]=1[F:1])=[O:22])([C:29]([CH3:32])([CH3:31])[CH3:30])([CH3:28])[CH3:27]. The yield is 0.580.